From a dataset of Reaction yield outcomes from USPTO patents with 853,638 reactions. Predict the reaction yield, written as a fraction of the theoretical maximum amount of product (1.0 means a 100% yield; for example, 0.34 means a 34% yield). (1) The reactants are [CH2:1]([N:8](C)[CH2:9][CH2:10][C:11]([O:13][CH2:14][CH3:15])=[O:12])C1C=CC=CC=1. The catalyst is C(O)C.[Pd]. The product is [CH3:1][NH:8][CH2:9][CH2:10][C:11]([O:13][CH2:14][CH3:15])=[O:12]. The yield is 0.630. (2) The reactants are [CH3:1][O:2][C:3]([C:5]1[CH:6]=[C:7]([C:14]2[CH:19]=[CH:18][CH:17]=[C:16]([Cl:20])[CH:15]=2)[C:8]([NH2:13])=[C:9]([O:11]C)[CH:10]=1)=[O:4].B(Br)(Br)Br. The catalyst is C(Cl)Cl. The product is [CH3:1][O:2][C:3]([C:5]1[CH:6]=[C:7]([C:14]2[CH:19]=[CH:18][CH:17]=[C:16]([Cl:20])[CH:15]=2)[C:8]([NH2:13])=[C:9]([OH:11])[CH:10]=1)=[O:4]. The yield is 1.00. (3) The reactants are [NH2:1][C:2]1[CH:3]=[N:4][CH:5]=[CH:6][C:7]=1[N:8]1[CH2:13][C@H:12]([CH3:14])[C@@H:11]([O:15][Si:16]([C:19]([CH3:22])([CH3:21])[CH3:20])([CH3:18])[CH3:17])[C@H:10]([NH:23][C:24](=[O:30])[O:25][C:26]([CH3:29])([CH3:28])[CH3:27])[CH2:9]1.[CH3:31][C:32]([O:35][C:36](O[C:36]([O:35][C:32]([CH3:34])([CH3:33])[CH3:31])=[O:37])=[O:37])([CH3:34])[CH3:33]. The catalyst is C(Cl)Cl.CN(C1C=CN=CC=1)C.CCOC(C)=O.O. The yield is 0.570. The product is [C:32]([O:35][C:36]([N:1]([C:2]1[CH:3]=[N:4][CH:5]=[CH:6][C:7]=1[N:8]1[CH2:13][C@H:12]([CH3:14])[C@@H:11]([O:15][Si:16]([C:19]([CH3:22])([CH3:21])[CH3:20])([CH3:18])[CH3:17])[C@H:10]([NH:23][C:24]([O:25][C:26]([CH3:29])([CH3:28])[CH3:27])=[O:30])[CH2:9]1)[C:24](=[O:30])[O:25][C:26]([CH3:29])([CH3:28])[CH3:27])=[O:37])([CH3:34])([CH3:33])[CH3:31]. (4) The reactants are [C:1]([O:5][C:6]1[C:11](/[CH:12]=[CH:13]\OC)=[N:10][CH:9]=[CH:8][N:7]=1)([CH3:4])([CH3:3])[CH3:2].Cl.[F:17][C:18]1[CH:31]=[CH:30][CH:29]=[CH:28][C:19]=1[O:20][CH2:21][CH:22]1[CH2:27][CH2:26][NH:25][CH2:24][CH2:23]1.C(O[BH-](OC(=O)C)OC(=O)C)(=O)C.[Na+].C(=O)([O-])[O-].[Na+].[Na+]. The catalyst is ClCCl.C(OCC)(=O)C. The product is [C:1]([O:5][C:6]1[C:11]([CH2:12][CH2:13][N:25]2[CH2:24][CH2:23][CH:22]([CH2:21][O:20][C:19]3[CH:28]=[CH:29][CH:30]=[CH:31][C:18]=3[F:17])[CH2:27][CH2:26]2)=[N:10][CH:9]=[CH:8][N:7]=1)([CH3:2])([CH3:3])[CH3:4]. The yield is 0.100.